This data is from Forward reaction prediction with 1.9M reactions from USPTO patents (1976-2016). The task is: Predict the product of the given reaction. (1) Given the reactants C([O:3][C:4]([CH:6]1[CH2:11][CH2:10][N:9]([C:12]2[CH:17]=[CH:16][C:15]([NH:18][C:19]([NH:21][C:22]3[CH:27]=[C:26]([CH3:28])[CH:25]=[CH:24][C:23]=3[O:29][CH3:30])=[O:20])=[CH:14][CH:13]=2)[CH2:8][CH2:7]1)=[O:5])C.[OH-].[Na+].Cl, predict the reaction product. The product is: [CH3:30][O:29][C:23]1[CH:24]=[CH:25][C:26]([CH3:28])=[CH:27][C:22]=1[NH:21][C:19](=[O:20])[NH:18][C:15]1[CH:14]=[CH:13][C:12]([N:9]2[CH2:10][CH2:11][CH:6]([C:4]([OH:5])=[O:3])[CH2:7][CH2:8]2)=[CH:17][CH:16]=1. (2) Given the reactants [OH:1][CH2:2][C:3]1[C:4]([CH3:17])=[N:5][N:6]([C:9]2[CH:16]=[CH:15][C:12]([C:13]#[N:14])=[CH:11][CH:10]=2)[C:7]=1[CH3:8].[N:18]1[CH:23]=[CH:22][CH:21]=[C:20](O)[CH:19]=1, predict the reaction product. The product is: [CH3:17][C:4]1[C:3]([CH2:2][O:1][C:20]2[CH:19]=[N:18][CH:23]=[CH:22][CH:21]=2)=[C:7]([CH3:8])[N:6]([C:9]2[CH:16]=[CH:15][C:12]([C:13]#[N:14])=[CH:11][CH:10]=2)[N:5]=1. (3) The product is: [Cl:11][C:10]1[CH:9]=[N:8][N:7]([C:12]2[CH:17]=[CH:16][C:15]([C:18]([F:21])([F:20])[F:19])=[CH:14][C:13]=2[Cl:22])[C:6](=[O:23])[C:5]=1[O:2][CH3:1].[Cl:4][C:5]1[C:6](=[O:23])[N:7]([C:12]2[CH:17]=[CH:16][C:15]([C:18]([F:21])([F:20])[F:19])=[CH:14][C:13]=2[Cl:22])[N:8]=[CH:9][C:10]=1[O:2][CH3:1]. Given the reactants [CH3:1][O-:2].[Na+].[Cl:4][C:5]1[C:6](=[O:23])[N:7]([C:12]2[CH:17]=[CH:16][C:15]([C:18]([F:21])([F:20])[F:19])=[CH:14][C:13]=2[Cl:22])[N:8]=[CH:9][C:10]=1[Cl:11].O.ClCCl, predict the reaction product. (4) The product is: [C:1]1([CH3:9])[CH:6]=[CH:5][C:4]([C:7]2[NH:12][N:11]=[N:10][N:8]=2)=[CH:3][CH:2]=1. Given the reactants [C:1]1([CH3:9])[CH:6]=[CH:5][C:4]([C:7]#[N:8])=[CH:3][CH:2]=1.[N-:10]=[N+:11]=[N-:12].[Na+].Cl.C(NCC)C, predict the reaction product.